This data is from Forward reaction prediction with 1.9M reactions from USPTO patents (1976-2016). The task is: Predict the product of the given reaction. Given the reactants [CH2:1]([N:3]([CH2:14][C:15]1[NH:19][C:18]2[CH:20]=[CH:21][C:22]([C:24]([NH:26][CH2:27][CH2:28][C:29]3[N:30]=[CH:31][NH:32][CH:33]=3)=[O:25])=[CH:23][C:17]=2[N:16]=1)[CH:4]1[C:13]2[N:12]=[CH:11][CH:10]=[CH:9][C:8]=2[CH2:7][CH2:6][CH2:5]1)[CH3:2].F[C:35]1C(OC(C2C=CC3NC(CN(CC)C4C5N=CC=CC=5CCC4)=NC=3C=2)=O)=C(F)C(F)=C(F)C=1F.Cl.Cl.CN1C(CCN)=CN=C1, predict the reaction product. The product is: [CH2:1]([N:3]([CH2:14][C:15]1[NH:19][C:18]2[CH:20]=[CH:21][C:22]([C:24]([NH:26][CH2:27][CH2:28][C:29]3[N:30]([CH3:35])[CH:31]=[N:32][CH:33]=3)=[O:25])=[CH:23][C:17]=2[N:16]=1)[CH:4]1[C:13]2[N:12]=[CH:11][CH:10]=[CH:9][C:8]=2[CH2:7][CH2:6][CH2:5]1)[CH3:2].